Dataset: Human liver microsome stability data. Task: Regression/Classification. Given a drug SMILES string, predict its absorption, distribution, metabolism, or excretion properties. Task type varies by dataset: regression for continuous measurements (e.g., permeability, clearance, half-life) or binary classification for categorical outcomes (e.g., BBB penetration, CYP inhibition). Dataset: hlm. (1) The compound is CC(=O)Nc1cccc(N2CCN(CCCCNS(=O)(=O)c3ccc(C)cc3)CC2)c1. The result is 0 (unstable in human liver microsomes). (2) The result is 0 (unstable in human liver microsomes). The drug is Fc1ccc(OCCN2CCC(c3c[nH]c4ccc(F)cc34)CC2)c(-c2ccccc2)c1. (3) The molecule is Cc1cnc(NCC(F)(F)c2ccccc2)c(=O)n1CC(=O)NCCON=C(N)N. The result is 0 (unstable in human liver microsomes). (4) The compound is N#CC1(n2cc([C@@H](NC(=O)c3ccoc3)C3CCCCC3)nn2)CC1. The result is 0 (unstable in human liver microsomes). (5) The drug is COc1ncc(-c2cc(C3=Nc4c(C(C)(C)C)nn(CCO)c4C(=O)NC3)ccc2OC)c(OC)n1. The result is 0 (unstable in human liver microsomes). (6) The molecule is O=C(N[C@@H](Cc1c[nH]c2ccccc12)C(=O)Nc1ccncc1)c1ccc2ccccc2c1F. The result is 1 (stable in human liver microsomes). (7) The compound is Cc1cc(-c2cnc(Nc3cc(Cl)cc(Cl)c3)nc2NC2CCNCC2)on1. The result is 1 (stable in human liver microsomes). (8) The compound is CC(C#Cc1ccccc1)=NN=C(N)NS(=O)(=O)c1cc(C)c(Cl)cc1SCc1cccc(Cl)c1. The result is 0 (unstable in human liver microsomes). (9) The compound is Cc1ccc2nc3c(cc(C(=O)N[C@@H](C)c4ccccc4)c(=N)n3Cc3ccccc3)c(=O)n2c1. The result is 1 (stable in human liver microsomes).